Dataset: Forward reaction prediction with 1.9M reactions from USPTO patents (1976-2016). Task: Predict the product of the given reaction. (1) Given the reactants [NH2:1][C:2]1[CH:9]=[C:8]([N+:10]([O-:12])=[O:11])[CH:7]=[CH:6][C:3]=1[CH:4]=[O:5].CC1C=CC(S([CH2:23][N+:24]#[C-:25])(=O)=O)=CC=1.C([O-])([O-])=O.[K+].[K+].C([O-])(O)=O.[Na+], predict the reaction product. The product is: [N+:10]([C:8]1[CH:7]=[CH:6][C:3]([C:4]2[O:5][CH:25]=[N:24][CH:23]=2)=[C:2]([CH:9]=1)[NH2:1])([O-:12])=[O:11]. (2) Given the reactants C(O[C:4](=[O:21])[CH2:5][C:6]([CH:8]1[CH2:13][CH2:12][N:11]([C:14]([O:16][C:17]([CH3:20])([CH3:19])[CH3:18])=[O:15])[CH2:10][CH2:9]1)=O)C.[NH:22]1[C:26]2=[N:27][CH:28]=[CH:29][CH:30]=[C:25]2[C:24]([NH2:31])=[N:23]1.P([O-])([O-])([O-])=O.[K+].[K+].[K+].Cl, predict the reaction product. The product is: [O:21]=[C:4]1[CH:5]=[C:6]([CH:8]2[CH2:9][CH2:10][N:11]([C:14]([O:16][C:17]([CH3:18])([CH3:19])[CH3:20])=[O:15])[CH2:12][CH2:13]2)[N:23]2[N:22]=[C:26]3[N:27]=[CH:28][CH:29]=[CH:30][C:25]3=[C:24]2[NH:31]1. (3) Given the reactants Br[CH2:2][C:3]1[CH:4]=[C:5]([CH2:18][C:19]([CH3:22])([CH3:21])[CH3:20])[C:6]([C:9]2[CH:14]=[C:13]([O:15][CH3:16])[CH:12]=[CH:11][C:10]=2[F:17])=[N:7][CH:8]=1.[CH:23]1([CH:26]([C:33]2[CH:38]=[CH:37][N:36]=[C:35]([OH:39])[CH:34]=2)[CH2:27][C:28]([O:30][CH2:31][CH3:32])=[O:29])[CH2:25][CH2:24]1, predict the reaction product. The product is: [CH:23]1([CH:26]([C:33]2[CH:38]=[CH:37][N:36]=[C:35]([O:39][CH2:2][C:3]3[CH:8]=[N:7][C:6]([C:9]4[CH:14]=[C:13]([O:15][CH3:16])[CH:12]=[CH:11][C:10]=4[F:17])=[C:5]([CH2:18][C:19]([CH3:22])([CH3:21])[CH3:20])[CH:4]=3)[CH:34]=2)[CH2:27][C:28]([O:30][CH2:31][CH3:32])=[O:29])[CH2:25][CH2:24]1.